From a dataset of Catalyst prediction with 721,799 reactions and 888 catalyst types from USPTO. Predict which catalyst facilitates the given reaction. (1) Reactant: [CH2:1]([CH:3]([NH2:6])[CH2:4][CH3:5])[CH3:2].[Cl:7][C:8]1[N:9]=[C:10]([C:15]([NH:17][CH:18]2[CH2:23][CH2:22][N:21]([C:24]([O:26][C:27]([CH3:30])([CH3:29])[CH3:28])=[O:25])[CH2:20][C:19]2=O)=[O:16])[NH:11][C:12]=1[CH2:13][CH3:14].C([BH3-])#N.[Na+].C(O)(=O)C. Product: [Cl:7][C:8]1[N:9]=[C:10]([C:15]([NH:17][C@@H:18]2[CH2:23][CH2:22][N:21]([C:24]([O:26][C:27]([CH3:30])([CH3:29])[CH3:28])=[O:25])[CH2:20][C@H:19]2[NH:6][CH:3]([CH2:4][CH3:5])[CH2:1][CH3:2])=[O:16])[NH:11][C:12]=1[CH2:13][CH3:14]. The catalyst class is: 83. (2) Reactant: B1(C)OC(C2C=CC=CC=2)(C2C=CC=CC=2)[C@@H]2N1CCC2.[O:22]=[C:23]1[CH2:32][CH2:31][CH2:30][C:29]2[CH:28]=[C:27]([O:33][S:34]([C:37]([F:40])([F:39])[F:38])(=[O:36])=[O:35])[CH:26]=[CH:25][C:24]1=2. Product: [OH:22][C@H:23]1[CH2:32][CH2:31][CH2:30][C:29]2[CH:28]=[C:27]([O:33][S:34]([C:37]([F:40])([F:38])[F:39])(=[O:36])=[O:35])[CH:26]=[CH:25][C:24]1=2. The catalyst class is: 247.